This data is from Reaction yield outcomes from USPTO patents with 853,638 reactions. The task is: Predict the reaction yield, written as a fraction of the theoretical maximum amount of product (1.0 means a 100% yield; for example, 0.34 means a 34% yield). (1) The reactants are [CH3:1][N:2]1[CH:7]=[CH:6][C:5]([CH:8]([C:14](=O)[CH3:15])[C:9]([O:11][CH2:12][CH3:13])=[O:10])=[C:4]([N+:17]([O-])=O)[C:3]1=[O:20].[Cl-].[NH4+]. The catalyst is C(O)C.O.[Fe]. The product is [CH3:15][C:14]1[NH:17][C:4]2[C:3](=[O:20])[N:2]([CH3:1])[CH:7]=[CH:6][C:5]=2[C:8]=1[C:9]([O:11][CH2:12][CH3:13])=[O:10]. The yield is 0.750. (2) The reactants are [Br:1][C:2]1[CH:3]=[C:4]([C:8]([O:10][CH3:11])=[O:9])[O:5][C:6]=1Br.C([Mg]Cl)(C)C.O. The product is [Br:1][C:2]1[CH:3]=[C:4]([C:8]([O:10][CH3:11])=[O:9])[O:5][CH:6]=1. The yield is 0.560. The catalyst is O1CCCC1. (3) The reactants are C[Al](C)C.[F:5][C:6]([F:16])([F:15])[O:7][C:8]1[CH:9]=[C:10]([CH:12]=[CH:13][CH:14]=1)[NH2:11].[Br:17][C:18]1[CH:19]=[C:20]([C:26]2[N:30]=[C:29]([C:31](OCC)=[O:32])[O:28][N:27]=2)[CH:21]=[C:22]([Br:25])[C:23]=1[OH:24].O. The catalyst is CCCCCC.C1(C)C=CC=CC=1. The product is [Br:25][C:22]1[CH:21]=[C:20]([C:26]2[N:30]=[C:29]([C:31]([NH:11][C:10]3[CH:12]=[CH:13][CH:14]=[C:8]([O:7][C:6]([F:15])([F:16])[F:5])[CH:9]=3)=[O:32])[O:28][N:27]=2)[CH:19]=[C:18]([Br:17])[C:23]=1[OH:24]. The yield is 0.310. (4) The reactants are Br[C:2]1[CH:3]=[CH:4][C:5]2[O:11][CH2:10][CH2:9][N:8]3[CH:12]=[C:13]([C:15]4[N:19]([CH:20]([CH3:22])[CH3:21])[N:18]=[C:17]([CH3:23])[N:16]=4)[N:14]=[C:7]3[C:6]=2[CH:24]=1.C([O-])(=O)C.[K+].[CH3:30][N:31]1[CH:35]=[CH:34][C:33](B2OC(C)(C)C(C)(C)O2)=[N:32]1. The catalyst is C(#N)C.CCOC(C)=O.C1C=CC([P]([Pd]([P](C2C=CC=CC=2)(C2C=CC=CC=2)C2C=CC=CC=2)([P](C2C=CC=CC=2)(C2C=CC=CC=2)C2C=CC=CC=2)[P](C2C=CC=CC=2)(C2C=CC=CC=2)C2C=CC=CC=2)(C2C=CC=CC=2)C2C=CC=CC=2)=CC=1. The product is [CH:20]([N:19]1[C:15]([C:13]2[N:14]=[C:7]3[C:6]4[CH:24]=[C:2]([C:34]5[CH:33]=[N:32][N:31]([CH3:30])[CH:35]=5)[CH:3]=[CH:4][C:5]=4[O:11][CH2:10][CH2:9][N:8]3[CH:12]=2)=[N:16][C:17]([CH3:23])=[N:18]1)([CH3:22])[CH3:21]. The yield is 0.550. (5) The reactants are Br[C:2]1[CH:25]=[CH:24][C:5]2[C:6]3[N:7]=[C:8]([C:14]4[N:15]([CH2:19][C:20]([F:23])([F:22])[F:21])[N:16]=[CH:17][N:18]=4)[S:9][C:10]=3[CH2:11][CH2:12][O:13][C:4]=2[CH:3]=1.CC1(C)C(C)(C)OB([C:34]2[CH:35]=[N:36][N:37]([CH2:39][CH2:40][N:41]3[CH2:46][CH2:45][O:44][CH2:43][CH2:42]3)[CH:38]=2)O1. No catalyst specified. The product is [N:41]1([CH2:40][CH2:39][N:37]2[CH:38]=[C:34]([C:25]3[CH:2]=[CH:3][C:4]4[O:13][CH2:12][CH2:11][C:10]5[S:9][C:8]([C:14]6[N:15]([CH2:19][C:20]([F:21])([F:22])[F:23])[N:16]=[CH:17][N:18]=6)=[N:7][C:6]=5[C:5]=4[CH:24]=3)[CH:35]=[N:36]2)[CH2:42][CH2:43][O:44][CH2:45][CH2:46]1. The yield is 0.170. (6) The reactants are [C:1]([CH:5]1[CH2:13][C:12]2[C:7](=[CH:8][CH:9]=[CH:10][CH:11]=2)[NH:6]1)([CH3:4])([CH3:3])[CH3:2].C(C1NC2C(C=1)=CC=CC=2)(C)(C)C.[N+:27]([O-])([O-:29])=[O:28].[K+].C([O-])([O-])=O.[Na+].[Na+]. The catalyst is OS(O)(=O)=O. The product is [C:1]([CH:5]1[CH2:13][C:12]2[C:7](=[CH:8][C:9]([N+:27]([O-:29])=[O:28])=[CH:10][CH:11]=2)[NH:6]1)([CH3:4])([CH3:2])[CH3:3]. The yield is 0.320. (7) The reactants are [C:1]([O:7][CH2:8][CH3:9])(=[O:6])/[C:2](=[CH:4]/[CH3:5])/[CH3:3].[C:10]([OH:13])(=[S:12])[CH3:11].C1(C)C=CC(S(O)(=O)=O)=CC=1.C(=O)(O)[O-].[Na+]. The catalyst is C(OCC)C. The product is [C:10]([S:12][CH:4]([CH3:5])[CH:2]([CH3:3])[C:1]([O:7][CH2:8][CH3:9])=[O:6])(=[O:13])[CH3:11]. The yield is 0.918. (8) The reactants are [C:1]([C:3]([CH3:16])([O:5][C:6]1[CH:7]=[C:8]([CH:13]=[CH:14][CH:15]=1)[C:9]([O:11]C)=[O:10])[CH3:4])#[N:2].O1CCCC1.[OH-].[Na+].Cl. The catalyst is CO. The product is [C:1]([C:3]([CH3:16])([O:5][C:6]1[CH:7]=[C:8]([CH:13]=[CH:14][CH:15]=1)[C:9]([OH:11])=[O:10])[CH3:4])#[N:2]. The yield is 0.510. (9) The reactants are [NH2:1][C:2]1[CH:7]=[CH:6][C:5]([C:8]2[N:9]([CH2:24][CH3:25])[C:10]3[C:15]([C:16]=2[C:17]#[N:18])=[CH:14][CH:13]=[C:12]([O:19][C:20]([F:23])([F:22])[F:21])[CH:11]=3)=[CH:4][CH:3]=1.[CH2:26]([S:28](Cl)(=[O:30])=[O:29])[CH3:27]. The catalyst is N1C=CC=CC=1.O. The product is [C:17]([C:16]1[C:15]2[C:10](=[CH:11][C:12]([O:19][C:20]([F:23])([F:21])[F:22])=[CH:13][CH:14]=2)[N:9]([CH2:24][CH3:25])[C:8]=1[C:5]1[CH:4]=[CH:3][C:2]([NH:1][S:28]([CH2:26][CH3:27])(=[O:30])=[O:29])=[CH:7][CH:6]=1)#[N:18]. The yield is 0.830. (10) The reactants are [CH3:1][NH:2][C:3]1[CH:4]=[C:5]([CH:9]=[CH:10][C:11]=1[O:12][CH3:13])[C:6]([OH:8])=O.[CH3:14][O:15][C:16]1[CH:17]=[C:18]([CH:20]=[C:21]([O:23][CH3:24])[CH:22]=1)[NH2:19]. No catalyst specified. The product is [CH3:24][O:23][C:21]1[CH:20]=[C:18]([NH:19][C:6](=[O:8])[C:5]2[CH:9]=[CH:10][C:11]([O:12][CH3:13])=[C:3]([NH:2][CH3:1])[CH:4]=2)[CH:17]=[C:16]([O:15][CH3:14])[CH:22]=1. The yield is 0.500.